Predict the reaction yield, written as a fraction of the theoretical maximum amount of product (1.0 means a 100% yield; for example, 0.34 means a 34% yield). From a dataset of Reaction yield outcomes from USPTO patents with 853,638 reactions. (1) The product is [CH3:42][S:39]([C:35]1[CH:34]=[C:33]([NH:32][C:31]([NH:1][C:2]2[CH:23]=[CH:22][C:5]([O:6][C:7]3[CH:8]=[C:9]([NH:13][C:14]4[CH:19]=[CH:18][C:17]([S:20][CH3:21])=[CH:16][CH:15]=4)[N:10]=[CH:11][N:12]=3)=[CH:4][CH:3]=2)=[O:30])[CH:38]=[CH:37][CH:36]=1)(=[O:40])=[O:41]. The catalyst is CS(C)=O. The reactants are [NH2:1][C:2]1[CH:23]=[CH:22][C:5]([O:6][C:7]2[N:12]=[CH:11][N:10]=[C:9]([NH:13][C:14]3[CH:19]=[CH:18][C:17]([S:20][CH3:21])=[CH:16][CH:15]=3)[CH:8]=2)=[CH:4][CH:3]=1.C1([O:30][C:31](=O)[NH:32][C:33]2[CH:38]=[CH:37][CH:36]=[C:35]([S:39]([CH3:42])(=[O:41])=[O:40])[CH:34]=2)C=CC=CC=1.C(OCC)(=O)C.O. The yield is 0.950. (2) The reactants are [CH2:1]([O:3][C:4](=[O:21])[C:5]1[CH:10]=[CH:9][C:8]([N:11]=[CH:12][C:13]2[CH:18]=[C:17]([Cl:19])[CH:16]=[C:15]([Br:20])[CH:14]=2)=[CH:7][CH:6]=1)[CH3:2].O.[O-]S(C(F)(F)F)(=O)=O.[Yb+3].[O-]S(C(F)(F)F)(=O)=O.[O-]S(C(F)(F)F)(=O)=O.[CH:48](=[O:52])[CH:49]([CH3:51])[CH3:50].O. The catalyst is O1CCCC1. The product is [CH2:1]([O:3][C:4]([C:5]1[CH:10]=[C:9]2[C:8](=[CH:7][CH:6]=1)[NH:11][CH:12]([C:13]1[CH:18]=[C:17]([Cl:19])[CH:16]=[C:15]([Br:20])[CH:14]=1)[C:49]([CH3:51])([CH3:50])[CH:48]2[OH:52])=[O:21])[CH3:2]. The yield is 1.00. (3) The reactants are Br[C:2]1[CH:17]=[CH:16][C:5]([O:6][C:7]2[C:13]([CH3:14])=[CH:12][C:10]([NH2:11])=[C:9]([CH3:15])[CH:8]=2)=[CH:4][CH:3]=1.[CH3:18][O:19][C:20]1[CH:25]=[CH:24][C:23](B(O)O)=[CH:22][CH:21]=1.C(=O)([O-])[O-].[Cs+].[Cs+].O. The catalyst is C(O)CCC.C1C=CC([P]([Pd]([P](C2C=CC=CC=2)(C2C=CC=CC=2)C2C=CC=CC=2)([P](C2C=CC=CC=2)(C2C=CC=CC=2)C2C=CC=CC=2)[P](C2C=CC=CC=2)(C2C=CC=CC=2)C2C=CC=CC=2)(C2C=CC=CC=2)C2C=CC=CC=2)=CC=1. The product is [CH3:18][O:19][C:20]1[CH:25]=[CH:24][C:23]([C:2]2[CH:17]=[CH:16][C:5]([O:6][C:7]3[C:13]([CH3:14])=[CH:12][C:10]([NH2:11])=[C:9]([CH3:15])[CH:8]=3)=[CH:4][CH:3]=2)=[CH:22][CH:21]=1. The yield is 0.797. (4) The reactants are [C:1]([C:3]1[C:4]([C:19]2[CH:24]=[CH:23][C:22]([Cl:25])=[CH:21][C:20]=2[Cl:26])=[C:5]([C:16]([NH2:18])=O)[S:6][C:7]=1[N:8]1[CH2:13][CH2:12][O:11][CH:10]([CH2:14][F:15])[CH2:9]1)#[N:2].COC(OC)[N:30]([CH3:32])C.CC(O)=O.O.[NH2:40]N. No catalyst specified. The product is [Cl:26][C:20]1[CH:21]=[C:22]([Cl:25])[CH:23]=[CH:24][C:19]=1[C:4]1[C:3]([C:1]#[N:2])=[C:7]([N:8]2[CH2:13][CH2:12][O:11][CH:10]([CH2:14][F:15])[CH2:9]2)[S:6][C:5]=1[C:16]1[NH:30][CH:32]=[N:40][N:18]=1. The yield is 0.600. (5) The product is [NH2:12][NH:13][C:8](=[O:10])[CH2:7][N:1]1[CH2:6][CH2:5][O:4][CH2:3][CH2:2]1. The yield is 1.00. The catalyst is C(O)C. The reactants are [N:1]1([CH2:7][C:8]([O:10]C)=O)[CH2:6][CH2:5][O:4][CH2:3][CH2:2]1.[NH2:12][NH2:13]. (6) The reactants are [CH3:1][C:2]1[S:3][C:4]([C:10]2[CH:15]=[CH:14][CH:13]=[CH:12][CH:11]=2)=[C:5]([C:7]([OH:9])=O)[N:6]=1.CN(C=O)C.C(Cl)(=O)C(Cl)=O.[Cl:27][C:28]1[N:32]2[CH:33]=[CH:34][C:35]([O:37][CH3:38])=[CH:36][C:31]2=[N:30][C:29]=1[CH2:39][C@@H:40]1[CH2:45][CH2:44][CH2:43][CH2:42][NH:41]1. The catalyst is C(Cl)Cl. The product is [Cl:27][C:28]1[N:32]2[CH:33]=[CH:34][C:35]([O:37][CH3:38])=[CH:36][C:31]2=[N:30][C:29]=1[CH2:39][C@@H:40]1[CH2:45][CH2:44][CH2:43][CH2:42][N:41]1[C:7]([C:5]1[N:6]=[C:2]([CH3:1])[S:3][C:4]=1[C:10]1[CH:15]=[CH:14][CH:13]=[CH:12][CH:11]=1)=[O:9]. The yield is 0.360. (7) The reactants are [NH:1]1[CH2:6][CH2:5][O:4][CH2:3][CH2:2]1.F[C:8]1[CH:15]=[CH:14][C:11]([CH:12]=[O:13])=[C:10]([C:16]([F:19])([F:18])[F:17])[CH:9]=1. No catalyst specified. The product is [N:1]1([C:8]2[CH:15]=[CH:14][C:11]([CH:12]=[O:13])=[C:10]([C:16]([F:17])([F:19])[F:18])[CH:9]=2)[CH2:6][CH2:5][O:4][CH2:3][CH2:2]1. The yield is 0.990. (8) The reactants are [Cl-:1].[NH3+:2][CH2:3][CH2:4][CH2:5][CH2:6][C:7]([C:9]1[CH:10]=[NH+:11][CH:12]=[CH:13][CH:14]=1)=O.[Cl-].[F:16][C:17]1[CH:22]=[C:21]([CH:23]=O)[CH:20]=[CH:19][C:18]=1[C:25]1[CH:30]=[CH:29][CH:28]=[CH:27][CH:26]=1. The catalyst is Cl.C(O)C. The product is [ClH:1].[ClH:1].[F:16][C:17]1[CH:22]=[C:21]([CH:23]=[C:6]2[CH2:5][CH2:4][CH2:3][N:2]=[C:7]2[C:9]2[CH:10]=[N:11][CH:12]=[CH:13][CH:14]=2)[CH:20]=[CH:19][C:18]=1[C:25]1[CH:26]=[CH:27][CH:28]=[CH:29][CH:30]=1. The yield is 0.360.